Regression. Given two drug SMILES strings and cell line genomic features, predict the synergy score measuring deviation from expected non-interaction effect. From a dataset of NCI-60 drug combinations with 297,098 pairs across 59 cell lines. Drug 1: CCC1=C2CN3C(=CC4=C(C3=O)COC(=O)C4(CC)O)C2=NC5=C1C=C(C=C5)O. Drug 2: C1CN(CCN1C(=O)CCBr)C(=O)CCBr. Cell line: HCT116. Synergy scores: CSS=50.6, Synergy_ZIP=-0.419, Synergy_Bliss=-0.498, Synergy_Loewe=-4.50, Synergy_HSA=1.81.